From a dataset of Forward reaction prediction with 1.9M reactions from USPTO patents (1976-2016). Predict the product of the given reaction. (1) The product is: [Cl:21][C:22]1[CH:23]=[C:24]([N:39]2[CH:43]=[N:42][C:41]([C:44]([N:59]([OH:60])[CH2:58][C:57]3[CH:56]=[CH:55][C:54]([O:47][C:48]4[CH:53]=[CH:52][CH:51]=[CH:50][CH:49]=4)=[CH:62][CH:61]=3)=[O:46])=[N:40]2)[CH:25]=[C:26]([Cl:38])[C:27]=1[O:28][CH2:29][C:30]1[CH:31]=[CH:32][C:33]([O:36][CH3:37])=[CH:34][CH:35]=1. Given the reactants CCN=C=NCCCN(C)C.Cl.OC1C=CC=C[N+]=1[O-].[Cl:21][C:22]1[CH:23]=[C:24]([N:39]2[CH:43]=[N:42][C:41]([C:44]([OH:46])=O)=[N:40]2)[CH:25]=[C:26]([Cl:38])[C:27]=1[O:28][CH2:29][C:30]1[CH:35]=[CH:34][C:33]([O:36][CH3:37])=[CH:32][CH:31]=1.[O:47]([C:54]1[CH:62]=[CH:61][C:57]([CH2:58][NH:59][OH:60])=[CH:56][CH:55]=1)[C:48]1[CH:53]=[CH:52][CH:51]=[CH:50][CH:49]=1, predict the reaction product. (2) Given the reactants Cl[C:2]1[CH:7]=[C:6]([C:8]([F:11])([F:10])[F:9])[CH:5]=[CH:4][N:3]=1.[CH3:12][O-:13].[Na+].O, predict the reaction product. The product is: [F:9][C:8]([F:11])([F:10])[C:6]1[CH:5]=[CH:4][N:3]=[C:2]([O:13][CH3:12])[CH:7]=1. (3) Given the reactants [OH-].[Na+].C([O:5][C:6]([C:8]1[N:9]=[C:10]([Br:32])[N:11]([CH:29]([CH3:31])[CH3:30])[C:12]=1[N:13]([C:22]1[CH:27]=[CH:26][C:25]([Cl:28])=[CH:24][CH:23]=1)[C:14]1[CH:19]=[C:18]([Cl:20])[CH:17]=[CH:16][C:15]=1[CH3:21])=[O:7])C, predict the reaction product. The product is: [Br:32][C:10]1[N:11]([CH:29]([CH3:31])[CH3:30])[C:12]([N:13]([C:22]2[CH:23]=[CH:24][C:25]([Cl:28])=[CH:26][CH:27]=2)[C:14]2[CH:19]=[C:18]([Cl:20])[CH:17]=[CH:16][C:15]=2[CH3:21])=[C:8]([C:6]([OH:7])=[O:5])[N:9]=1. (4) Given the reactants [CH3:1][N:2]1[C:6]([C:7]2[CH:15]=[CH:14][C:10]([C:11]([OH:13])=O)=[CH:9][CH:8]=2)=[CH:5][N:4]=[CH:3]1.[C:16]([O:20][C:21]([N:23]1[CH2:28][CH2:27][CH:26]([NH:29][CH:30]2[CH2:32][CH2:31]2)[CH2:25][CH2:24]1)=[O:22])([CH3:19])([CH3:18])[CH3:17], predict the reaction product. The product is: [C:16]([O:20][C:21]([N:23]1[CH2:28][CH2:27][CH:26]([N:29]([CH:30]2[CH2:31][CH2:32]2)[C:11](=[O:13])[C:10]2[CH:9]=[CH:8][C:7]([C:6]3[N:2]([CH3:1])[CH:3]=[N:4][CH:5]=3)=[CH:15][CH:14]=2)[CH2:25][CH2:24]1)=[O:22])([CH3:19])([CH3:17])[CH3:18]. (5) Given the reactants C(OC([N:8]([CH2:40][C:41]([O:43]C(C)(C)C)=[O:42])[C:9]1[CH:14]=[CH:13][CH:12]=[C:11]([CH:15]([S:31]([C:34]2[O:35][C:36]([CH3:39])=[CH:37][CH:38]=2)(=[O:33])=[O:32])[NH:16][CH2:17][C:18]2[CH:23]=[CH:22][C:21]([C:24]([CH3:30])([CH3:29])[CH2:25][CH2:26][CH2:27][CH3:28])=[CH:20][CH:19]=2)[N:10]=1)=O)(C)(C)C.FC(F)(F)C(O)=O, predict the reaction product. The product is: [CH3:39][C:36]1[O:35][C:34]([S:31]([CH:15]([NH:16][CH2:17][C:18]2[CH:19]=[CH:20][C:21]([C:24]([CH3:29])([CH3:30])[CH2:25][CH2:26][CH2:27][CH3:28])=[CH:22][CH:23]=2)[C:11]2[N:10]=[C:9]([NH:8][CH2:40][C:41]([OH:43])=[O:42])[CH:14]=[CH:13][CH:12]=2)(=[O:33])=[O:32])=[CH:38][CH:37]=1. (6) Given the reactants [CH2:1]([O:3][C:4]1[C:13]2[C:8](=[CH:9][CH:10]=[C:11]([CH:14]=O)[CH:12]=2)[N:7]=[CH:6][C:5]=1[C:16]#[N:17])[CH3:2].[C:18]1([C@@H:24]2[CH2:26][C@H:25]2[NH:27][C:28]2[S:29][CH2:30][C:31](=[O:33])[N:32]=2)[CH:23]=[CH:22][CH:21]=[CH:20][CH:19]=1.N1CCCCC1, predict the reaction product. The product is: [CH2:1]([O:3][C:4]1[C:13]2[C:8](=[CH:9][CH:10]=[C:11](/[CH:14]=[C:30]3/[C:31](=[O:33])[N:32]=[C:28]([NH:27][C@@H:25]4[CH2:26][C@H:24]4[C:18]4[CH:19]=[CH:20][CH:21]=[CH:22][CH:23]=4)[S:29]/3)[CH:12]=2)[N:7]=[CH:6][C:5]=1[C:16]#[N:17])[CH3:2].